This data is from Forward reaction prediction with 1.9M reactions from USPTO patents (1976-2016). The task is: Predict the product of the given reaction. (1) Given the reactants [Si:1]([O:8][C@@H:9]1[C@H:13]([CH2:14][O:15][Si](C(C)(C)C)(C)C)[CH2:12][C@@H:11]([NH:23][C:24]2[CH:29]=[C:28]([NH2:30])[N:27]=[C:26]([C@H]3C4C(=CC=CC=4)C[C@@H]3OC)[N:25]=2)[CH2:10]1)([C:4]([CH3:7])([CH3:6])[CH3:5])([CH3:3])[CH3:2].[CH3:42][C:43](O)=O.[CH2:46]1[CH2:50][O:49][CH2:48][CH2:47]1, predict the reaction product. The product is: [Si:1]([O:8][C@@H:9]1[CH2:10][C@@H:11]([NH:23][C:24]2[CH:29]=[C:28]([NH:30][C@H:46]3[C:47]4[C:10](=[CH:9][CH:13]=[CH:43][CH:42]=4)[CH2:11][C@H:50]3[O:49][CH3:48])[N:27]=[CH:26][N:25]=2)[CH2:12][C@@H:13]1[CH2:14][OH:15])([C:4]([CH3:7])([CH3:5])[CH3:6])([CH3:3])[CH3:2]. (2) Given the reactants [NH2:1][C:2]1[N:3]=[C:4]([C:18]2[C:23]([OH:24])=[CH:22][C:21]([Cl:25])=[CH:20][C:19]=2[Cl:26])[C:5]2[CH2:10][N:9](C(OC(C)(C)C)=O)[CH2:8][C:6]=2[N:7]=1.C([O-])([O-])=O.[Na+].[Na+].C(=O)([O-])[O-].[K+].[K+].Br[CH2:40][CH2:41][N:42]1[CH:46]=[CH:45][CH:44]=[N:43]1.Cl, predict the reaction product. The product is: [Cl:26][C:19]1[CH:20]=[C:21]([Cl:25])[CH:22]=[C:23]([O:24][CH2:40][CH2:41][N:42]2[CH:46]=[CH:45][CH:44]=[N:43]2)[C:18]=1[C:4]1[C:5]2[CH2:10][NH:9][CH2:8][C:6]=2[N:7]=[C:2]([NH2:1])[N:3]=1. (3) Given the reactants [F:1][C:2]1[CH:7]=[CH:6][CH:5]=[C:4]([F:8])[C:3]=1[C:9]1[N:13]([S:14]([C:17]2[CH:18]=[N:19][CH:20]=[CH:21][CH:22]=2)(=[O:16])=[O:15])[CH:12]=[C:11]([CH:23]=[O:24])[CH:10]=1.[Cl:25]N1C(=O)CCC1=O.O, predict the reaction product. The product is: [Cl:25][C:12]1[N:13]([S:14]([C:17]2[CH:18]=[N:19][CH:20]=[CH:21][CH:22]=2)(=[O:16])=[O:15])[C:9]([C:3]2[C:2]([F:1])=[CH:7][CH:6]=[CH:5][C:4]=2[F:8])=[CH:10][C:11]=1[CH:23]=[O:24]. (4) The product is: [CH2:1]([N:3]([CH3:39])[C@H:4]1[CH2:9][C@@H:8]([CH2:10][CH2:11][C:12]2[CH:13]=[C:14]([CH:19]=[CH:20][CH:21]=2)[C:15]([OH:17])=[O:16])[C@@H:7]([NH:22][C:23](=[O:38])[CH2:24][NH:25][C:26](=[O:37])[C:27]2[CH:32]=[CH:31][CH:30]=[C:29]([C:33]([F:35])([F:36])[F:34])[CH:28]=2)[CH2:6][CH2:5]1)[CH3:2]. Given the reactants [CH2:1]([N:3]([CH3:39])[C@H:4]1[CH2:9][C@@H:8]([CH2:10][CH2:11][C:12]2[CH:13]=[C:14]([CH:19]=[CH:20][CH:21]=2)[C:15]([O:17]C)=[O:16])[C@@H:7]([NH:22][C:23](=[O:38])[CH2:24][NH:25][C:26](=[O:37])[C:27]2[CH:32]=[CH:31][CH:30]=[C:29]([C:33]([F:36])([F:35])[F:34])[CH:28]=2)[CH2:6][CH2:5]1)[CH3:2].FC(F)(F)C(O)=O, predict the reaction product. (5) Given the reactants C([O:3][C:4]([C:6]1[C:15](=[O:16])[C:14]2[C:9](=[CH:10][CH:11]=[C:12]([I:17])[CH:13]=2)[N:8]([CH2:18][CH3:19])[CH:7]=1)=[O:5])C.[OH-].[Na+], predict the reaction product. The product is: [CH2:18]([N:8]1[C:9]2[C:14](=[CH:13][C:12]([I:17])=[CH:11][CH:10]=2)[C:15](=[O:16])[C:6]([C:4]([OH:5])=[O:3])=[CH:7]1)[CH3:19]. (6) Given the reactants [CH3:1][O:2][C:3]1[CH:4]=[C:5]2[C:10](=[CH:11][C:12]=1[O:13][CH3:14])[N:9]=[CH:8][N:7]=[C:6]2[O:15][C:16]1[CH:26]=[CH:25][C:19]([O:20][CH2:21][C:22]([OH:24])=O)=[CH:18][CH:17]=1.CCN=C=NCCCN(C)C.Cl.C1C=CC2N(O)N=NC=2C=1.[N:49]1([CH:55]2[CH2:60][CH2:59][NH:58][CH2:57][CH2:56]2)[CH2:54][CH2:53][CH2:52][CH2:51][CH2:50]1.C(=O)([O-])O.[Na+], predict the reaction product. The product is: [CH3:1][O:2][C:3]1[CH:4]=[C:5]2[C:10](=[CH:11][C:12]=1[O:13][CH3:14])[N:9]=[CH:8][N:7]=[C:6]2[O:15][C:16]1[CH:26]=[CH:25][C:19]([O:20][CH2:21][C:22]([N:58]2[CH2:59][CH2:60][CH:55]([N:49]3[CH2:54][CH2:53][CH2:52][CH2:51][CH2:50]3)[CH2:56][CH2:57]2)=[O:24])=[CH:18][CH:17]=1. (7) Given the reactants [C:1](Cl)(=O)C(Cl)=O.[S:7]1[CH:11]=[C:10]([C:12]([OH:14])=[O:13])[C:9]2[CH:15]=[CH:16][CH:17]=[CH:18][C:8]1=2, predict the reaction product. The product is: [S:7]1[CH:11]=[C:10]([C:12]([O:14][CH3:1])=[O:13])[C:9]2[CH:15]=[CH:16][CH:17]=[CH:18][C:8]1=2.